From a dataset of Reaction yield outcomes from USPTO patents with 853,638 reactions. Predict the reaction yield, written as a fraction of the theoretical maximum amount of product (1.0 means a 100% yield; for example, 0.34 means a 34% yield). (1) The reactants are [NH2:1][C:2]1[CH:7]=[CH:6][C:5]([CH:8]([CH2:17][CH:18]2[CH2:22][CH2:21][CH2:20][CH2:19]2)[C:9]([NH:11][C:12]2[S:13][CH:14]=[CH:15][N:16]=2)=[O:10])=[CH:4][CH:3]=1.C(N(CC)C(C)C)(C)C.[N+:32]([C:35]1[CH:40]=[CH:39][C:38]([S:41](Cl)(=[O:43])=[O:42])=[CH:37][CH:36]=1)([O-:34])=[O:33]. The catalyst is O1CCCC1. The product is [CH:18]1([CH2:17][CH:8]([C:5]2[CH:4]=[CH:3][C:2]([NH:1][S:41]([C:38]3[CH:37]=[CH:36][C:35]([N+:32]([O-:34])=[O:33])=[CH:40][CH:39]=3)(=[O:42])=[O:43])=[CH:7][CH:6]=2)[C:9]([NH:11][C:12]2[S:13][CH:14]=[CH:15][N:16]=2)=[O:10])[CH2:22][CH2:21][CH2:20][CH2:19]1. The yield is 0.475. (2) The reactants are [F:1][C:2]([F:21])([F:20])[C:3]1[CH:8]=[CH:7][C:6]([NH:9][C:10]2[C:11]3[CH2:19][NH:18][CH2:17][CH2:16][C:12]=3[N:13]=[CH:14][N:15]=2)=[CH:5][CH:4]=1.[C:22]1([CH3:31])[CH:27]=[CH:26][CH:25]=[C:24](B(O)O)[CH:23]=1.C(N(CC)CC)C. The catalyst is C1COCC1.CC([O-])=O.CC([O-])=O.[Cu+2]. The product is [F:21][C:2]([F:1])([F:20])[C:3]1[CH:8]=[CH:7][C:6]([NH:9][C:10]2[C:11]3[CH2:19][N:18]([C:24]4[CH:23]=[C:22]([CH3:31])[CH:27]=[CH:26][CH:25]=4)[CH2:17][CH2:16][C:12]=3[N:13]=[CH:14][N:15]=2)=[CH:5][CH:4]=1. The yield is 0.0500.